Task: Predict the product of the given reaction.. Dataset: Forward reaction prediction with 1.9M reactions from USPTO patents (1976-2016) (1) Given the reactants [Br:1][C:2]1[CH:3]=[CH:4][C:5]([F:16])=[C:6]([C:8]2([CH3:15])[NH:13][C:12](=S)[CH2:11][O:10][CH2:9]2)[CH:7]=1.C(OO)(C)(C)C.[NH4+:23].[OH-], predict the reaction product. The product is: [Br:1][C:2]1[CH:3]=[CH:4][C:5]([F:16])=[C:6]([C:8]2([CH3:15])[CH2:9][O:10][CH2:11][C:12]([NH2:23])=[N:13]2)[CH:7]=1. (2) Given the reactants [OH:1][C:2]1[CH:11]=[CH:10][C:9]([C:12](=[O:14])[CH3:13])=[CH:8][C:3]=1[C:4]([O:6][CH3:7])=[O:5].[C:15](=O)([O-])[O-].[Cs+].[Cs+], predict the reaction product. The product is: [CH3:15][O:1][C:2]1[CH:11]=[CH:10][C:9]([C:12](=[O:14])[CH3:13])=[CH:8][C:3]=1[C:4]([O:6][CH3:7])=[O:5].